This data is from TCR-epitope binding with 47,182 pairs between 192 epitopes and 23,139 TCRs. The task is: Binary Classification. Given a T-cell receptor sequence (or CDR3 region) and an epitope sequence, predict whether binding occurs between them. (1) The epitope is RLRPGGKKK. The TCR CDR3 sequence is CASSSPSGVYNEQFF. Result: 0 (the TCR does not bind to the epitope). (2) The epitope is TPINLVRDL. The TCR CDR3 sequence is CSVEGSSGGSYNEQFF. Result: 1 (the TCR binds to the epitope). (3) The epitope is QECVRGTTVL. The TCR CDR3 sequence is CASTQRLDSVNEQFF. Result: 1 (the TCR binds to the epitope).